This data is from Reaction yield outcomes from USPTO patents with 853,638 reactions. The task is: Predict the reaction yield, written as a fraction of the theoretical maximum amount of product (1.0 means a 100% yield; for example, 0.34 means a 34% yield). (1) The reactants are [CH3:1][O:2][C:3]([CH2:5]P(OC)(OC)=O)=[O:4].[H-].[Na+].[C:14]([SiH2:18][O:19][C:20]([CH3:48])([CH3:47])[C:21]1([CH:45]=O)[O:25][N:24]=[C:23]([C:26]2[CH:31]=[CH:30][C:29]([O:32][CH2:33][C:34]3[C:43]4[C:38](=[CH:39][CH:40]=[CH:41][CH:42]=4)[N:37]=[C:36]([CH3:44])[CH:35]=3)=[CH:28][CH:27]=2)[CH2:22]1)([CH3:17])([CH3:16])[CH3:15]. The catalyst is CN(C=O)C. The product is [CH3:1][O:2][C:3](=[O:4])[CH:5]=[CH:45][C:21]1([C:20]([CH3:48])([CH3:47])[O:19][SiH2:18][C:14]([CH3:17])([CH3:16])[CH3:15])[O:25][N:24]=[C:23]([C:26]2[CH:31]=[CH:30][C:29]([O:32][CH2:33][C:34]3[C:43]4[C:38](=[CH:39][CH:40]=[CH:41][CH:42]=4)[N:37]=[C:36]([CH3:44])[CH:35]=3)=[CH:28][CH:27]=2)[CH2:22]1. The yield is 0.200. (2) The reactants are [CH:1]([C:3]1[NH:7][C:6]([CH2:8][CH2:9][C:10]([OH:12])=O)=[CH:5][C:4]=1[CH3:13])=[O:2].C1C=CC2N(O)N=NC=2C=1.C(Cl)CCl.[CH3:28][N:29]1[CH2:34][CH2:33][NH:32][CH2:31][CH2:30]1.C(=O)(O)[O-].[Na+]. The catalyst is CN(C=O)C. The product is [CH3:13][C:4]1[CH:5]=[C:6]([CH2:8][CH2:9][C:10]([N:32]2[CH2:33][CH2:34][N:29]([CH3:28])[CH2:30][CH2:31]2)=[O:12])[NH:7][C:3]=1[CH:1]=[O:2]. The yield is 0.820. (3) The reactants are [CH3:1][N:2]1[C:6]([NH:7][C:8](=[O:16])OC2C=CC=CC=2)=[CH:5][C:4]([C:17]([F:20])([F:19])[F:18])=[N:3]1.[CH3:21][O:22][C:23]1[CH:24]=[C:25]2[C:30](=[CH:31][C:32]=1[O:33][CH3:34])[N:29]=[CH:28][N:27]=[C:26]2[O:35][C:36]1[CH:37]=[C:38]([CH:40]=[CH:41][CH:42]=1)[NH2:39].C(N(CC)C(C)C)(C)C. The catalyst is C1COCC1. The product is [CH3:21][O:22][C:23]1[CH:24]=[C:25]2[C:30](=[CH:31][C:32]=1[O:33][CH3:34])[N:29]=[CH:28][N:27]=[C:26]2[O:35][C:36]1[CH:37]=[C:38]([NH:39][C:8]([NH:7][C:6]2[N:2]([CH3:1])[N:3]=[C:4]([C:17]([F:18])([F:19])[F:20])[CH:5]=2)=[O:16])[CH:40]=[CH:41][CH:42]=1. The yield is 0.240. (4) The reactants are [F:1][C:2]1[CH:16]=[CH:15][C:5]([C:6]([C:8]2[CH:13]=[CH:12][C:11]([F:14])=[CH:10][CH:9]=2)=O)=[CH:4][CH:3]=1.Cl.CN.[CH2:20]([N:22](CC)CC)C.[BH4-].[Na+]. The catalyst is C(O)C.CC(C)[O-].[Ti+4].CC(C)[O-].CC(C)[O-].CC(C)[O-]. The product is [F:1][C:2]1[CH:16]=[CH:15][C:5]([CH:6]([NH:22][CH3:20])[C:8]2[CH:13]=[CH:12][C:11]([F:14])=[CH:10][CH:9]=2)=[CH:4][CH:3]=1. The yield is 0.910.